This data is from Full USPTO retrosynthesis dataset with 1.9M reactions from patents (1976-2016). The task is: Predict the reactants needed to synthesize the given product. (1) Given the product [OH:8][CH2:9][C:10]1[C:11]([C:16]2[CH:20]=[CH:19][N:18]([CH2:21][CH2:22][C:23]([O:25][CH3:26])=[O:24])[N:17]=2)=[N:12][CH:13]=[CH:14][CH:15]=1, predict the reactants needed to synthesize it. The reactants are: [Si]([O:8][CH2:9][C:10]1[C:11]([C:16]2[CH:20]=[CH:19][N:18]([CH2:21][CH2:22][C:23]([O:25][CH3:26])=[O:24])[N:17]=2)=[N:12][CH:13]=[CH:14][CH:15]=1)(C(C)(C)C)(C)C.Cl. (2) Given the product [CH:1]1([CH2:5][O:6][C:8]2[C:13]([I:14])=[CH:12][CH:11]=[CH:10][N:9]=2)[CH2:4][CH2:3][CH2:2]1, predict the reactants needed to synthesize it. The reactants are: [CH:1]1([CH2:5][OH:6])[CH2:4][CH2:3][CH2:2]1.F[C:8]1[C:13]([I:14])=[CH:12][CH:11]=[CH:10][N:9]=1. (3) The reactants are: [N:1]1([CH2:8][CH2:9][OH:10])[CH2:7][CH2:6][CH2:5][NH:4][CH2:3][CH2:2]1.[CH:11]1([NH:14][C:15](=[O:41])[C:16]2[CH:21]=[C:20]([F:22])[C:19]([CH3:23])=[C:18]([C:24]3[CH:25]=[C:26]4[C:31](=[CH:32][CH:33]=3)[C:30](=[O:34])[N:29]([CH2:35][CH:36]3[CH2:38][CH2:37]3)[CH:28]=[C:27]4[CH:39]=O)[CH:17]=2)[CH2:13][CH2:12]1.C(O[BH-](OC(=O)C)OC(=O)C)(=O)C.[Na+].CO. Given the product [CH:11]1([NH:14][C:15](=[O:41])[C:16]2[CH:21]=[C:20]([F:22])[C:19]([CH3:23])=[C:18]([C:24]3[CH:25]=[C:26]4[C:31](=[CH:32][CH:33]=3)[C:30](=[O:34])[N:29]([CH2:35][CH:36]3[CH2:37][CH2:38]3)[CH:28]=[C:27]4[CH2:39][N:4]3[CH2:5][CH2:6][CH2:7][N:1]([CH2:8][CH2:9][OH:10])[CH2:2][CH2:3]3)[CH:17]=2)[CH2:12][CH2:13]1, predict the reactants needed to synthesize it. (4) Given the product [CH3:1][NH:2][C:3]([C@@H:5]1[C@@H:9]([OH:10])[C@@H:8]([OH:18])[C@H:7]([N:26]2[CH:34]=[N:33][C:32]3[C:27]2=[N:28][C:29]([Cl:37])=[N:30][C:31]=3[NH:35][CH3:36])[S:6]1)=[O:4], predict the reactants needed to synthesize it. The reactants are: [CH3:1][NH:2][C:3]([C@@H:5]1[C@@H:9]([O:10][Si](C(C)(C)C)(C)C)[C@@H:8]([O:18][Si](C(C)(C)C)(C)C)[C@H:7]([N:26]2[CH:34]=[N:33][C:32]3[C:27]2=[N:28][C:29]([Cl:37])=[N:30][C:31]=3[NH:35][CH3:36])[S:6]1)=[O:4].[F-].C([N+](CCCC)(CCCC)CCCC)CCC. (5) Given the product [F:1][C:2]1[CH:7]=[CH:6][CH:5]=[CH:4][C:3]=1[N:8]1[C:16]2[C:11](=[C:12]([N:17]3[CH2:22][CH2:21][CH2:20][N:19]([CH2:23][C:24]([N:41]4[CH2:42][CH2:43][C@H:39]([F:38])[CH2:40]4)=[O:25])[C:18]3=[O:27])[CH:13]=[CH:14][CH:15]=2)[CH:10]=[N:9]1, predict the reactants needed to synthesize it. The reactants are: [F:1][C:2]1[CH:7]=[CH:6][CH:5]=[CH:4][C:3]=1[N:8]1[C:16]2[C:11](=[C:12]([N:17]3[CH2:22][CH2:21][CH2:20][N:19]([CH2:23][C:24](O)=[O:25])[C:18]3=[O:27])[CH:13]=[CH:14][CH:15]=2)[CH:10]=[N:9]1.C(N(C(C)C)C(C)C)C.Cl.[F:38][C@H:39]1[CH2:43][CH2:42][NH:41][CH2:40]1.CN(C(ON1N=NC2C=CC=NC1=2)=[N+](C)C)C.F[P-](F)(F)(F)(F)F. (6) Given the product [CH2:17]([NH:16][C:14](=[O:15])[C:13]1[CH:12]=[C:11]([C:7]2[CH:6]=[C:5]3[C:10]([C:2]([C:31]4[C:26]([O:25][CH3:24])=[N:27][CH:28]=[CH:29][CH:30]=4)=[N:3][NH:4]3)=[CH:9][CH:8]=2)[C:21]([CH3:22])=[C:20]([F:23])[CH:19]=1)[CH3:18], predict the reactants needed to synthesize it. The reactants are: Br[C:2]1[C:10]2[C:5](=[CH:6][C:7]([C:11]3[CH:12]=[C:13]([CH:19]=[C:20]([F:23])[C:21]=3[CH3:22])[C:14]([NH:16][CH2:17][CH3:18])=[O:15])=[CH:8][CH:9]=2)[NH:4][N:3]=1.[CH3:24][O:25][C:26]1[C:31](B(O)O)=[CH:30][CH:29]=[CH:28][N:27]=1.C(=O)([O-])O.[Na+]. (7) Given the product [Br:13][C:14]1[CH:15]=[C:11]([N:10]2[CH:9]=[N:8][N:7]=[CH:12]2)[CH:18]=[CH:19][CH:20]=1, predict the reactants needed to synthesize it. The reactants are: Cl.Cl.CN(C=[N:7][N:8]=[CH:9][N:10]([CH3:12])[CH3:11])C.[Br:13][C:14]1[CH:15]=C([CH:18]=[CH:19][CH:20]=1)N.O. (8) Given the product [CH2:12]([C:8]1([CH2:14][CH3:15])[CH2:7][CH:6]([NH:16][C:17]([NH:19][C:20]2[CH:28]=[CH:27][CH:26]=[C:25]3[C:21]=2[CH:22]=[N:23][N:24]3[CH3:35])=[O:18])[C:5]2[C:10](=[CH:11][C:2]([F:1])=[CH:3][CH:4]=2)[O:9]1)[CH3:13], predict the reactants needed to synthesize it. The reactants are: [F:1][C:2]1[CH:11]=[C:10]2[C:5]([CH:6]([NH:16][C:17]([NH:19][C:20]3[CH:28]=[CH:27][CH:26]=[C:25]4[C:21]=3[CH:22]=[N:23][NH:24]4)=[O:18])[CH2:7][C:8]([CH2:14][CH3:15])([CH2:12][CH3:13])[O:9]2)=[CH:4][CH:3]=1.[H-].[Na+].S(OC)(O[CH3:35])(=O)=O.